Dataset: Reaction yield outcomes from USPTO patents with 853,638 reactions. Task: Predict the reaction yield, written as a fraction of the theoretical maximum amount of product (1.0 means a 100% yield; for example, 0.34 means a 34% yield). (1) The reactants are Cl[C:2]([C:4]1[CH:5]=[C:6]([S:10]([Cl:13])(=[O:12])=[O:11])[CH:7]=[CH:8][CH:9]=1)=[O:3].[CH3:14][OH:15]. The catalyst is C1COCC1. The product is [CH3:14][O:15][C:2]([C:4]1[CH:5]=[C:6]([S:10]([Cl:13])(=[O:12])=[O:11])[CH:7]=[CH:8][CH:9]=1)=[O:3]. The yield is 1.00. (2) The reactants are [F:1][C:2]1[CH:8]=[CH:7][CH:6]=[CH:5][C:3]=1[NH2:4].[Li+].C[Si]([N-][Si](C)(C)C)(C)C.[Br:19][C:20]1[C:21]([F:31])=[C:22]([F:30])[C:23](F)=[C:24]([CH:28]=1)[C:25]([OH:27])=[O:26]. The catalyst is C1COCC1. The product is [Br:19][C:20]1[C:21]([F:31])=[C:22]([F:30])[C:23]([NH:4][C:3]2[CH:5]=[CH:6][CH:7]=[CH:8][C:2]=2[F:1])=[C:24]([CH:28]=1)[C:25]([OH:27])=[O:26]. The yield is 0.570. (3) The reactants are [I:1][C:2]1[CH:10]=[CH:9][C:5]([C:6]([OH:8])=O)=[CH:4][CH:3]=1.C(N1C=CN=C1)(N1C=CN=C1)=O.[NH:23]1[CH2:27][CH2:26][CH2:25][CH2:24]1. The catalyst is ClCCl. The product is [I:1][C:2]1[CH:3]=[CH:4][C:5]([C:6]([N:23]2[CH2:27][CH2:26][CH2:25][CH2:24]2)=[O:8])=[CH:9][CH:10]=1. The yield is 0.950. (4) The reactants are [CH3:1][O:2][C:3]1[CH:21]=[CH:20][C:6]([CH2:7][N:8]2[CH:12]=[C:11]([C:13]([N:15]([O:17][CH3:18])[CH3:16])=[O:14])[C:10](Br)=[N:9]2)=[CH:5][CH:4]=1.[C:22]([O-])([O-])=O.[Cs+].[Cs+].O1[CH2:33][CH2:32]OCC1. The catalyst is O.C1C=CC(P(C2C=CC=CC=2)[C-]2C=CC=C2)=CC=1.C1C=CC(P(C2C=CC=CC=2)[C-]2C=CC=C2)=CC=1.Cl[Pd]Cl.[Fe+2]. The product is [CH3:1][O:2][C:3]1[CH:21]=[CH:20][C:6]([CH2:7][N:8]2[CH:12]=[C:11]([C:13]([N:15]([O:17][CH3:18])[CH3:16])=[O:14])[C:10]([C:32]([CH3:33])=[CH2:22])=[N:9]2)=[CH:5][CH:4]=1. The yield is 0.790.